Predict which catalyst facilitates the given reaction. From a dataset of Catalyst prediction with 721,799 reactions and 888 catalyst types from USPTO. (1) Reactant: C1(N=C=NC2CCCCC2)CCCCC1.O[C:17]([C:20]1[N:21]=[C:22]([CH2:28][CH2:29][CH3:30])[NH:23][C:24]=1[C:25](O)=[O:26])([CH3:19])[CH3:18]. Product: [CH3:18][C:17]1([CH3:19])[C:20]2[NH:21][C:22]([CH2:28][CH2:29][CH3:30])=[N:23][C:24]=2[CH2:25][O:26]1. The catalyst class is: 21. (2) Reactant: [CH3:1][O:2][CH2:3][CH2:4][CH2:5][CH2:6][C:7]1[N:11]([C:12]2[CH:17]=[CH:16][CH:15]=[CH:14][C:13]=2[CH3:18])[N:10]=[N:9][C:8]=1[C:19]([N:21]([CH2:43][CH:44]([CH3:46])[CH3:45])[C@H:22]1[CH2:27][C@@H:26]([C:28]([N:30]2[CH2:35][CH2:34][O:33][CH2:32][CH2:31]2)=[O:29])[CH2:25][N:24](C(OC(C)(C)C)=O)[CH2:23]1)=[O:20].C(OCC)(=O)C.[ClH:53]. Product: [ClH:53].[CH3:1][O:2][CH2:3][CH2:4][CH2:5][CH2:6][C:7]1[N:11]([C:12]2[CH:17]=[CH:16][CH:15]=[CH:14][C:13]=2[CH3:18])[N:10]=[N:9][C:8]=1[C:19]([N:21]([CH2:43][CH:44]([CH3:46])[CH3:45])[C@H:22]1[CH2:27][C@@H:26]([C:28]([N:30]2[CH2:35][CH2:34][O:33][CH2:32][CH2:31]2)=[O:29])[CH2:25][NH:24][CH2:23]1)=[O:20]. The catalyst class is: 13.